Task: Binary Classification. Given a drug SMILES string, predict its activity (active/inactive) in a high-throughput screening assay against a specified biological target.. Dataset: HIV replication inhibition screening data with 41,000+ compounds from the AIDS Antiviral Screen The drug is O=c1oc2c(ccc3nc(-c4ccccc4)sc32)c(N2CCOCC2)c1Cl. The result is 0 (inactive).